This data is from Catalyst prediction with 721,799 reactions and 888 catalyst types from USPTO. The task is: Predict which catalyst facilitates the given reaction. (1) Reactant: [F:1][C:2]([F:13])([F:12])[C:3]1[CH:11]=[C:10]2[C:6]([CH:7]=[N:8][NH:9]2)=[CH:5][CH:4]=1.[OH-].[K+].[I:16]I.C(OCC)(=O)C. Product: [I:16][C:7]1[C:6]2[C:10](=[CH:11][C:3]([C:2]([F:1])([F:12])[F:13])=[CH:4][CH:5]=2)[NH:9][N:8]=1. The catalyst class is: 3. (2) Reactant: [Cl:1][CH2:2][CH2:3][O:4][C:5]1[CH:14]=[CH:13][C:8]([C:9]([O:11][CH3:12])=[O:10])=[CH:7][C:6]=1[O:15][CH3:16].[N:17]([O-:19])=[O:18].[Na+].C(O)(=O)C.[N+]([O-])(O)=O. Product: [Cl:1][CH2:2][CH2:3][O:4][C:5]1[C:6]([O:15][CH3:16])=[CH:7][C:8]([C:9]([O:11][CH3:12])=[O:10])=[C:13]([N+:17]([O-:19])=[O:18])[CH:14]=1. The catalyst class is: 6. (3) Reactant: C1(C[N:8]2[CH2:13][CH2:12][N:11]([C:14]3[CH:19]=[CH:18][C:17]([NH:20][C:21]([C:23]4[C:24]([C:29]5[CH:34]=[CH:33][C:32]([C:35]([F:38])([F:37])[F:36])=[CH:31][CH:30]=5)=[CH:25][CH:26]=[CH:27][CH:28]=4)=[O:22])=[CH:16][CH:15]=3)[CH2:10][CH2:9]2)C=CC=CC=1.[H][H]. Product: [N:11]1([C:14]2[CH:15]=[CH:16][C:17]([NH:20][C:21]([C:23]3[C:24]([C:29]4[CH:34]=[CH:33][C:32]([C:35]([F:37])([F:36])[F:38])=[CH:31][CH:30]=4)=[CH:25][CH:26]=[CH:27][CH:28]=3)=[O:22])=[CH:18][CH:19]=2)[CH2:12][CH2:13][NH:8][CH2:9][CH2:10]1. The catalyst class is: 403.